This data is from Catalyst prediction with 721,799 reactions and 888 catalyst types from USPTO. The task is: Predict which catalyst facilitates the given reaction. The catalyst class is: 3. Product: [CH2:1]([C:3]1[CH:4]=[N:5][C:6]([O:9][CH:10]2[CH2:15][CH2:14][CH:13]([O:16][CH2:20][CH2:21][CH2:22][CH2:23][O:24][C:25]3[CH:30]=[CH:29][C:28]([S:31]([CH3:34])(=[O:33])=[O:32])=[CH:27][CH:26]=3)[CH2:12][CH2:11]2)=[N:7][CH:8]=1)[CH3:2]. Reactant: [CH2:1]([C:3]1[CH:4]=[N:5][C:6]([O:9][CH:10]2[CH2:15][CH2:14][CH:13]([OH:16])[CH2:12][CH2:11]2)=[N:7][CH:8]=1)[CH3:2].[H-].[Na+].Br[CH2:20][CH2:21][CH2:22][CH2:23][O:24][C:25]1[CH:30]=[CH:29][C:28]([S:31]([CH3:34])(=[O:33])=[O:32])=[CH:27][CH:26]=1.